Dataset: Full USPTO retrosynthesis dataset with 1.9M reactions from patents (1976-2016). Task: Predict the reactants needed to synthesize the given product. (1) Given the product [NH2:10][CH2:9][C@H:4]1[C@@H:3]([CH2:1][CH3:2])[CH2:8][CH2:7][CH2:6][N:5]1[C:24]([C:19]1[N:20]=[C:21]([CH3:23])[S:22][C:18]=1[C:15]1[CH:16]=[CH:17][C:12]([F:11])=[CH:13][CH:14]=1)=[O:25], predict the reactants needed to synthesize it. The reactants are: [CH2:1]([C:3]1[C:4]([C:9]#[N:10])=[N:5][CH:6]=[CH:7][CH:8]=1)[CH3:2].[F:11][C:12]1[CH:17]=[CH:16][C:15]([C:18]2[S:22][C:21]([CH3:23])=[N:20][C:19]=2[C:24](O)=[O:25])=[CH:14][CH:13]=1. (2) Given the product [CH3:2][O:3][CH2:4][CH2:5][N:6]1[C:10]2[CH2:11][CH2:12][CH2:13][CH2:14][C:9]=2[S:8]/[C:7]/1=[N:15]\[C:25]([C:19]12[CH2:20][CH:21]3[CH2:24][CH:17]([CH2:16][CH:23]1[CH2:22]3)[CH2:18]2)=[O:26], predict the reactants needed to synthesize it. The reactants are: Br.[CH3:2][O:3][CH2:4][CH2:5][N:6]1[C:10]2[CH2:11][CH2:12][CH2:13][CH2:14][C:9]=2[S:8][C:7]1=[NH:15].[CH2:16]1[CH:23]2[C:19]3([C:25](O)=[O:26])[CH2:20][CH:21]([CH2:24][CH:17]1[CH2:18]3)[CH2:22]2.CN(C(ON1N=NC2C=CC=NC1=2)=[N+](C)C)C.F[P-](F)(F)(F)(F)F.C(N(CC)CC)C. (3) Given the product [Cl:1][C:2]1[CH:7]=[CH:6][N:5]=[C:4]2[CH:8]=[C:9]([C:11]3[O:12][CH:25]=[N:24][CH:23]=3)[S:10][C:3]=12, predict the reactants needed to synthesize it. The reactants are: [Cl:1][C:2]1[CH:7]=[CH:6][N:5]=[C:4]2[CH:8]=[C:9]([CH:11]=[O:12])[S:10][C:3]=12.CC1C=CC(S([CH2:23][N+:24]#[C-:25])(=O)=O)=CC=1.C(=O)([O-])[O-].[K+].[K+]. (4) Given the product [C:1]([N:5]=[C:6]([Cr:15][C:6]([N:7]=[CH:8][C:9]([CH3:12])([CH3:11])[CH3:10])=[N:5][C:1]([CH3:2])([CH3:3])[CH3:4])[N:7]=[CH:8][C:9]([CH3:12])([CH3:11])[CH3:10])([CH3:4])([CH3:3])[CH3:2], predict the reactants needed to synthesize it. The reactants are: [C:1]([N:5]=[CH:6][N:7]=[CH:8][C:9]([CH3:12])([CH3:11])[CH3:10])([CH3:4])([CH3:3])[CH3:2].[Li].[Cl-].[Cr+2:15].[Cl-].